From a dataset of Catalyst prediction with 721,799 reactions and 888 catalyst types from USPTO. Predict which catalyst facilitates the given reaction. Reactant: [Cl:1][C:2]1[NH:6][C:5]2[CH:7]=[C:8]([Cl:14])[C:9]([N+:11]([O-:13])=[O:12])=[CH:10][C:4]=2[N:3]=1.C(N(C(C)C)CC)(C)C.Cl[CH2:25][O:26][CH2:27][CH2:28][O:29][CH3:30]. Product: [Cl:1][C:2]1[N:6]([CH2:25][O:26][CH2:27][CH2:28][O:29][CH3:30])[C:5]2[CH:7]=[C:8]([Cl:14])[C:9]([N+:11]([O-:13])=[O:12])=[CH:10][C:4]=2[N:3]=1. The catalyst class is: 1.